From a dataset of NCI-60 drug combinations with 297,098 pairs across 59 cell lines. Regression. Given two drug SMILES strings and cell line genomic features, predict the synergy score measuring deviation from expected non-interaction effect. Drug 1: C1=NC2=C(N1)C(=S)N=C(N2)N. Drug 2: COC1=C2C(=CC3=C1OC=C3)C=CC(=O)O2. Cell line: SF-268. Synergy scores: CSS=10.3, Synergy_ZIP=-6.88, Synergy_Bliss=-5.70, Synergy_Loewe=-14.1, Synergy_HSA=-7.17.